This data is from Forward reaction prediction with 1.9M reactions from USPTO patents (1976-2016). The task is: Predict the product of the given reaction. (1) Given the reactants [N:1]1([CH2:5][CH2:6][N:7]2[CH:11]=[C:10]([C:12]3[CH:17]=[CH:16][N:15]=[C:14]([C:18]([F:21])([F:20])[F:19])[CH:13]=3)[N:9]=[C:8]2[CH:22]2[CH2:27][CH2:26][N:25]([C:28]3[N:33]=[CH:32][N:31]=[C:30]([NH2:34])[C:29]=3[O:35][CH3:36])[CH2:24][CH2:23]2)[CH2:4][CH2:3][CH2:2]1.ClC1N=CN=C(N)C=1OC[C:47]([F:50])([F:49])[F:48], predict the reaction product. The product is: [N:1]1([CH2:5][CH2:6][N:7]2[CH:11]=[C:10]([C:12]3[CH:17]=[CH:16][N:15]=[C:14]([C:18]([F:19])([F:20])[F:21])[CH:13]=3)[N:9]=[C:8]2[CH:22]2[CH2:27][CH2:26][N:25]([C:28]3[N:33]=[CH:32][N:31]=[C:30]([NH2:34])[C:29]=3[O:35][CH2:36][C:47]([F:50])([F:49])[F:48])[CH2:24][CH2:23]2)[CH2:4][CH2:3][CH2:2]1. (2) Given the reactants Cl.[C:2]1([N:8]2[C:13](=[O:14])[C:12]3=[CH:15][CH:16]=[CH:17][N:11]3[N:10]=[C:9]2[C@@H:18]2[CH2:22][CH2:21][CH2:20][NH:19]2)[CH:7]=[CH:6][CH:5]=[CH:4][CH:3]=1.Cl[C:24]1[C:25]2[C:32]([C:33]#[N:34])=[CH:31][NH:30][C:26]=2[N:27]=[CH:28][N:29]=1, predict the reaction product. The product is: [O:14]=[C:13]1[C:12]2=[CH:15][CH:16]=[CH:17][N:11]2[N:10]=[C:9]([C@@H:18]2[CH2:22][CH2:21][CH2:20][N:19]2[C:24]2[C:25]3[C:32]([C:33]#[N:34])=[CH:31][NH:30][C:26]=3[N:27]=[CH:28][N:29]=2)[N:8]1[C:2]1[CH:7]=[CH:6][CH:5]=[CH:4][CH:3]=1.